Dataset: Forward reaction prediction with 1.9M reactions from USPTO patents (1976-2016). Task: Predict the product of the given reaction. (1) Given the reactants [CH2:1]([N:8]1[CH2:13][CH2:12][N:11]([C:14]2[CH:19]=[CH:18][C:17]([N+:20]([O-])=O)=[C:16]([CH2:23][S:24]([C:27]3[CH:32]=[CH:31][CH:30]=[CH:29][CH:28]=3)(=[O:26])=[O:25])[CH:15]=2)[CH2:10][CH2:9]1)[C:2]1[CH:7]=[CH:6][CH:5]=[CH:4][CH:3]=1.[Sn].C([O-])(O)=O.[Na+].CCOCC, predict the reaction product. The product is: [CH2:1]([N:8]1[CH2:13][CH2:12][N:11]([C:14]2[CH:19]=[CH:18][C:17]([NH2:20])=[C:16]([CH2:23][S:24]([C:27]3[CH:32]=[CH:31][CH:30]=[CH:29][CH:28]=3)(=[O:26])=[O:25])[CH:15]=2)[CH2:10][CH2:9]1)[C:2]1[CH:3]=[CH:4][CH:5]=[CH:6][CH:7]=1. (2) Given the reactants [CH3:1][S:2]([C:5]1[CH:10]=[CH:9][C:8]([C:11]2[CH:12]=[CH:13][C:14]([O:17][CH2:18][CH:19]3[CH2:24][CH2:23][NH:22][CH2:21][CH2:20]3)=[N:15][CH:16]=2)=[CH:7][CH:6]=1)(=[O:4])=[O:3].[CH3:25][O:26][CH:27]1[CH2:32][CH2:31][CH:30]([C:33](O)=[O:34])[CH2:29][CH2:28]1, predict the reaction product. The product is: [CH3:25][O:26][CH:27]1[CH2:32][CH2:31][CH:30]([C:33]([N:22]2[CH2:23][CH2:24][CH:19]([CH2:18][O:17][C:14]3[CH:13]=[CH:12][C:11]([C:8]4[CH:9]=[CH:10][C:5]([S:2]([CH3:1])(=[O:3])=[O:4])=[CH:6][CH:7]=4)=[CH:16][N:15]=3)[CH2:20][CH2:21]2)=[O:34])[CH2:29][CH2:28]1. (3) Given the reactants [F:1][C:2]1[CH:9]=[C:8]([OH:10])[CH:7]=[CH:6][C:3]=1[C:4]#[N:5].[I-:11].[Na+].CC1C=CC(S([N-]Cl)(=O)=O)=CC=1.O.O.O.[Na+], predict the reaction product. The product is: [F:1][C:2]1[CH:9]=[C:8]([OH:10])[C:7]([I:11])=[CH:6][C:3]=1[C:4]#[N:5]. (4) The product is: [CH3:29][C:27]1[NH:26][N:25]=[C:24]([NH:23][C:13]2[N:12]=[C:11]([O:1][C:2]3[CH:9]=[CH:8][C:5]([C:6]#[N:7])=[CH:4][CH:3]=3)[C:20]3[C:15]([CH:14]=2)=[CH:16][CH:17]=[C:18]([O:21][CH3:22])[CH:19]=3)[CH:28]=1. Given the reactants [OH:1][C:2]1[CH:9]=[CH:8][C:5]([C:6]#[N:7])=[CH:4][CH:3]=1.Cl[C:11]1[C:20]2[C:15](=[CH:16][CH:17]=[C:18]([O:21][CH3:22])[CH:19]=2)[CH:14]=[C:13]([NH:23][C:24]2[CH:28]=[C:27]([CH3:29])[NH:26][N:25]=2)[N:12]=1, predict the reaction product. (5) The product is: [CH2:11]([C:10]1[S:14][CH:2]=[C:3]([C:4]([O:6][CH2:7][CH3:8])=[O:5])[N:13]=1)[CH3:12]. Given the reactants Br[CH2:2][C:3](=O)[C:4]([O:6][CH2:7][CH3:8])=[O:5].[C:10](=[S:14])([NH2:13])[CH2:11][CH3:12], predict the reaction product.